Dataset: Reaction yield outcomes from USPTO patents with 853,638 reactions. Task: Predict the reaction yield, written as a fraction of the theoretical maximum amount of product (1.0 means a 100% yield; for example, 0.34 means a 34% yield). (1) The reactants are [CH2:1]([C@H:8]([NH:11][C:12]1[CH:17]=[CH:16][NH:15][C:14](=[O:18])[C:13]=1[C:19]1[NH:23][C:22]2[CH:24]=[C:25]([Br:29])[CH:26]=[C:27]([CH3:28])[C:21]=2[N:20]=1)[CH2:9][OH:10])[C:2]1[CH:7]=[CH:6][CH:5]=[CH:4][CH:3]=1.C([O-])([O-])=O.[Cs+].[Cs+].[C:36]1([C:42](Cl)([C:49]2[CH:54]=[CH:53][CH:52]=[CH:51][CH:50]=2)[C:43]2[CH:48]=[CH:47][CH:46]=[CH:45][CH:44]=2)[CH:41]=[CH:40][CH:39]=[CH:38][CH:37]=1. The catalyst is C1COCC1. The product is [CH2:1]([C@H:8]([NH:11][C:12]1[CH:17]=[CH:16][NH:15][C:14](=[O:18])[C:13]=1[C:19]1[NH:23][C:22]2[CH:24]=[C:25]([Br:29])[CH:26]=[C:27]([CH3:28])[C:21]=2[N:20]=1)[CH2:9][O:10][C:42]([C:36]1[CH:41]=[CH:40][CH:39]=[CH:38][CH:37]=1)([C:49]1[CH:50]=[CH:51][CH:52]=[CH:53][CH:54]=1)[C:43]1[CH:44]=[CH:45][CH:46]=[CH:47][CH:48]=1)[C:2]1[CH:3]=[CH:4][CH:5]=[CH:6][CH:7]=1. The yield is 0.730. (2) The reactants are [CH2:1]([C:18]([N+:31]([O-:33])=[O:32])([CH2:25][CH2:26][C:27]([O:29]C)=[O:28])[CH2:19][CH2:20][C:21]([O:23]C)=[O:22])[CH2:2][CH2:3][CH2:4][CH2:5][CH2:6][CH2:7][CH2:8][CH2:9][CH2:10][CH2:11][CH2:12][CH2:13][CH2:14][CH2:15][CH2:16][CH3:17].[Li+].[OH-].Cl. The catalyst is COCCOC. The product is [CH2:1]([C:18]([N+:31]([O-:33])=[O:32])([CH2:19][CH2:20][C:21]([OH:23])=[O:22])[CH2:25][CH2:26][C:27]([OH:29])=[O:28])[CH2:2][CH2:3][CH2:4][CH2:5][CH2:6][CH2:7][CH2:8][CH2:9][CH2:10][CH2:11][CH2:12][CH2:13][CH2:14][CH2:15][CH2:16][CH3:17]. The yield is 0.900.